This data is from Full USPTO retrosynthesis dataset with 1.9M reactions from patents (1976-2016). The task is: Predict the reactants needed to synthesize the given product. (1) Given the product [CH2:12]([C:14]1([C:33]2[C:32]3[C:36](=[C:28]([CH2:27][S:26][CH3:25])[CH:29]=[CH:30][CH:31]=3)[NH:35][CH:34]=2)[C:22]2[C:17](=[CH:18][C:19]([F:23])=[CH:20][CH:21]=2)[CH2:16][CH2:15]1)[CH3:13], predict the reactants needed to synthesize it. The reactants are: [Cl-].[In+3].[Cl-].[Cl-].FC(F)(F)C(O)=O.[CH2:12]([C:14]1(O)[C:22]2[C:17](=[CH:18][C:19]([F:23])=[CH:20][CH:21]=2)[CH2:16][CH2:15]1)[CH3:13].[CH3:25][S:26][CH2:27][C:28]1[CH:29]=[CH:30][CH:31]=[C:32]2[C:36]=1[NH:35][CH:34]=[CH:33]2. (2) Given the product [CH2:33]([O:32][C:29]1[CH:28]=[C:6]([CH2:7][N:8]2[CH2:11][C:10]3([CH2:15][C:14]([N:16]4[CH2:21][CH2:20][C:19]([CH3:27])([C:22]([OH:24])=[O:23])[CH2:18][CH2:17]4)=[N:13][O:12]3)[CH2:9]2)[CH:5]=[C:4]([O:3][CH2:1][CH3:2])[C:30]=1[C:38]1[CH:39]=[CH:40][CH:41]=[CH:42][C:37]=1[C:36]([F:47])([F:46])[F:35])[CH3:34], predict the reactants needed to synthesize it. The reactants are: [CH2:1]([O:3][C:4]1[CH:5]=[C:6]([CH:28]=[C:29]([O:32][CH2:33][CH3:34])[C:30]=1I)[CH2:7][N:8]1[CH2:11][C:10]2([CH2:15][C:14]([N:16]3[CH2:21][CH2:20][C:19]([CH3:27])([C:22]([O:24]CC)=[O:23])[CH2:18][CH2:17]3)=[N:13][O:12]2)[CH2:9]1)[CH3:2].[F:35][C:36]([F:47])([F:46])[C:37]1[CH:42]=[CH:41][CH:40]=[CH:39][C:38]=1B(O)O. (3) Given the product [CH3:13][C:14]1([CH3:24])[O:18]/[C:17](=[CH:19]\[C:20]([NH:5][CH2:4][CH2:3][O:2][CH3:1])=[O:21])/[C:16](=[O:23])[O:15]1, predict the reactants needed to synthesize it. The reactants are: [CH3:1][O:2][CH2:3][CH2:4][NH2:5].C(N(CC)CC)C.[CH3:13][C:14]1([CH3:24])[O:18]/[C:17](=[CH:19]\[C:20](Cl)=[O:21])/[C:16](=[O:23])[O:15]1. (4) The reactants are: [C:1]([O:5][C:6]([NH:8][C@H:9]1[CH2:14][CH2:13][CH2:12][CH2:11][C@H:10]1[NH:15][C:16]1[N:21]=[C:20](Cl)[C:19]2[C:23](=[O:33])[N:24]([C:26]([O:28][C:29]([CH3:32])([CH3:31])[CH3:30])=[O:27])[CH2:25][C:18]=2[C:17]=1[F:34])=[O:7])([CH3:4])([CH3:3])[CH3:2].[F:35][C:36]1[CH:46]=[CH:45][C:39](/[CH:40]=[CH:41]/B(O)O)=[CH:38][CH:37]=1.C(=O)([O-])[O-].[Na+].[Na+]. Given the product [C:1]([O:5][C:6]([NH:8][C@H:9]1[CH2:14][CH2:13][CH2:12][CH2:11][C@H:10]1[NH:15][C:16]1[N:21]=[C:20](/[CH:41]=[CH:40]/[C:39]2[CH:45]=[CH:46][C:36]([F:35])=[CH:37][CH:38]=2)[C:19]2[C:23](=[O:33])[N:24]([C:26]([O:28][C:29]([CH3:32])([CH3:31])[CH3:30])=[O:27])[CH2:25][C:18]=2[C:17]=1[F:34])=[O:7])([CH3:4])([CH3:3])[CH3:2], predict the reactants needed to synthesize it.